From a dataset of Forward reaction prediction with 1.9M reactions from USPTO patents (1976-2016). Predict the product of the given reaction. (1) Given the reactants [CH3:1][O:2][C:3]([N:5]1[CH2:10][CH2:9][CH:8]([C:11]([OH:13])=O)[CH2:7][CH:6]1[C:14]1[CH:15]=[N:16][C:17]([C:20]([F:23])([F:22])[F:21])=[CH:18][CH:19]=1)=[O:4].N1(C(N2C=CN=C2)=O)C=CN=C1.[CH2:36]([O:38][C:39](=[O:44])[CH2:40][C:41]([O-:43])=O)[CH3:37].[K+].[Cl-].[Mg+2].[Cl-].Cl, predict the reaction product. The product is: [CH2:36]([O:38][C:39](=[O:44])[CH2:40][C:11]([C@@H:8]1[CH2:9][CH2:10][N:5]([C:3]([O:2][CH3:1])=[O:4])[C@@H:6]([C:14]2[CH:15]=[N:16][C:17]([C:20]([F:22])([F:23])[F:21])=[CH:18][CH:19]=2)[CH2:7]1)=[O:13])[CH3:37].[CH2:36]([O:38][C:39](=[O:44])[CH2:40][C:41]([C@H:8]1[CH2:9][CH2:10][N:5]([C:3]([O:2][CH3:1])=[O:4])[C@@H:6]([C:14]2[CH:15]=[N:16][C:17]([C:20]([F:22])([F:23])[F:21])=[CH:18][CH:19]=2)[CH2:7]1)=[O:43])[CH3:37]. (2) Given the reactants [Cl:1][C:2]1[NH:3][CH:4]=[C:5]([N+:7]([O-:9])=[O:8])[N:6]=1.S(C1C=CC(C)=CC=1)(O[CH2:14][C@H:15]1[O:17][CH2:16]1)(=O)=O.C(=O)([O-])O.[Na+].[N:30]1([C:36]([O:38][C:39]([CH3:42])([CH3:41])[CH3:40])=[O:37])[CH2:35][CH2:34][NH:33][CH2:32][CH2:31]1.C(N(CC)CC)C.[I-].[Na+], predict the reaction product. The product is: [Cl:1][C:2]1[N:3]([CH2:14][C@H:15]([OH:17])[CH2:16][N:33]2[CH2:34][CH2:35][N:30]([C:36]([O:38][C:39]([CH3:42])([CH3:41])[CH3:40])=[O:37])[CH2:31][CH2:32]2)[CH:4]=[C:5]([N+:7]([O-:9])=[O:8])[N:6]=1.